Dataset: Full USPTO retrosynthesis dataset with 1.9M reactions from patents (1976-2016). Task: Predict the reactants needed to synthesize the given product. (1) Given the product [CH3:1][C:2]1[CH:7]=[CH:6][C:5]([NH:8][C:9]([NH:11][CH2:12][CH2:13][S:14][CH2:15][C:16]2[O:20][C:19]([CH2:21][N:22]([CH3:24])[CH3:23])=[CH:18][CH:17]=2)=[O:10])=[CH:4][C:3]=1[Cl:25].[ClH:25], predict the reactants needed to synthesize it. The reactants are: [CH3:1][C:2]1[CH:7]=[CH:6][C:5]([NH:8][C:9]([NH:11][CH2:12][CH2:13][S:14][CH2:15][C:16]2[O:20][C:19]([CH2:21][N:22]([CH3:24])[CH3:23])=[CH:18][CH:17]=2)=[O:10])=[CH:4][C:3]=1[Cl:25].CO.C([O-])(=O)C.C([O-])(=O)C.C([O-])(=O)C.C([O-])(=O)C.[Pb+4].O. (2) Given the product [Cl-:44].[OH:12][C:9]1[CH:10]=[CH:11][C:6]([CH2:5][C@H:4]([NH3+:25])[C:3]([O:2][CH3:1])=[O:36])=[CH:7][C:8]=1[O:20][C:21](=[O:24])[NH:22][CH3:23], predict the reactants needed to synthesize it. The reactants are: [CH3:1][O:2][C:3](=[O:36])[C@@H:4]([NH:25]C(OCC1C=CC=CC=1)=O)[CH2:5][C:6]1[CH:11]=[CH:10][C:9]([O:12]CC2C=CC=CC=2)=[C:8]([O:20][C:21](=[O:24])[NH:22][CH3:23])[CH:7]=1.C([Cl:44])C1C=CC=CC=1. (3) Given the product [OH:3][C:4]1[CH:5]=[C:6]2[C:10](=[CH:11][CH:12]=1)[NH:9][CH:8]=[C:7]2[C:13]([NH2:17])=[O:15], predict the reactants needed to synthesize it. The reactants are: [OH-].[Na+].[OH:3][C:4]1[CH:5]=[C:6]2[C:10](=[CH:11][CH:12]=1)[NH:9][CH:8]=[C:7]2[C:13]([OH:15])=O.C[N:17](C)CCCN=C=NCC. (4) Given the product [CH2:1]([O:8][C:9]([N:11]1[CH2:20][CH2:19][C:18]2[C:13](=[CH:14][CH:15]=[CH:16][CH:17]=2)[C@H:12]1[C:21]1[CH:26]=[C:25]([Cl:27])[CH:24]=[CH:23][C:22]=1[O:28][CH2:29][C:30](=[O:32])[NH:35][OH:36])=[O:10])[C:2]1[CH:7]=[CH:6][CH:5]=[CH:4][CH:3]=1, predict the reactants needed to synthesize it. The reactants are: [CH2:1]([O:8][C:9]([N:11]1[CH2:20][CH2:19][C:18]2[C:13](=[CH:14][CH:15]=[CH:16][CH:17]=2)[C@H:12]1[C:21]1[CH:26]=[C:25]([Cl:27])[CH:24]=[CH:23][C:22]=1[O:28][CH2:29][C:30]([O:32]CC)=O)=[O:10])[C:2]1[CH:7]=[CH:6][CH:5]=[CH:4][CH:3]=1.[NH2:35][OH:36]. (5) The reactants are: [CH:1]([O-:3])=O.[Na+].Br[C:6]1[CH:7]=[C:8]2[C:13](=[CH:14][C:15]=1[F:16])[N:12]=[CH:11][CH:10]=[CH:9]2. Given the product [F:16][C:15]1[CH:14]=[C:13]2[C:8]([CH:9]=[CH:10][CH:11]=[N:12]2)=[CH:7][C:6]=1[CH:1]=[O:3], predict the reactants needed to synthesize it. (6) Given the product [C:1]([O:5][C:6](=[O:18])[N:7]([CH2:9][CH2:10][C:11]1[CH:12]=[CH:13][C:14]([O:17][C:20]2[CH:28]=[CH:27][C:23]([C:24](=[O:25])[NH2:26])=[CH:22][N:21]=2)=[CH:15][CH:16]=1)[CH3:8])([CH3:4])([CH3:2])[CH3:3], predict the reactants needed to synthesize it. The reactants are: [C:1]([O:5][C:6](=[O:18])[N:7]([CH2:9][CH2:10][C:11]1[CH:16]=[CH:15][C:14]([OH:17])=[CH:13][CH:12]=1)[CH3:8])([CH3:4])([CH3:3])[CH3:2].Cl[C:20]1[CH:28]=[CH:27][C:23]([C:24]([NH2:26])=[O:25])=[CH:22][N:21]=1.C(=O)([O-])[O-].[Cs+].[Cs+]. (7) Given the product [CH:32]([O:1][C:2]1[CH:3]=[C:4]([CH:29]=[CH:30][CH:31]=1)[O:5][C:6]1[S:7][C:8]([C:11]2[CH:15]=[C:14]([CH:16]([N:18]3[C:26](=[O:27])[C:25]4[C:20](=[CH:21][CH:22]=[CH:23][CH:24]=4)[C:19]3=[O:28])[CH3:17])[O:13][N:12]=2)=[CH:9][N:10]=1)([CH3:34])[CH3:33], predict the reactants needed to synthesize it. The reactants are: [OH:1][C:2]1[CH:3]=[C:4]([CH:29]=[CH:30][CH:31]=1)[O:5][C:6]1[S:7][C:8]([C:11]2[CH:15]=[C:14]([CH:16]([N:18]3[C:26](=[O:27])[C:25]4[C:20](=[CH:21][CH:22]=[CH:23][CH:24]=4)[C:19]3=[O:28])[CH3:17])[O:13][N:12]=2)=[CH:9][N:10]=1.[CH:32](O)([CH3:34])[CH3:33].C1(P(C2C=CC=CC=2)C2C=CC=CC=2)C=CC=CC=1.N(C(OCC)=O)=NC(OCC)=O.